From a dataset of Full USPTO retrosynthesis dataset with 1.9M reactions from patents (1976-2016). Predict the reactants needed to synthesize the given product. The reactants are: Cl.[CH2:2]([NH:4][C:5]([NH:7][C:8]1[CH:13]=[CH:12][C:11]([C:14]2[N:15]=[C:16]([N:24]3[CH2:29][CH2:28][O:27][CH2:26][C@@H:25]3[CH3:30])[C:17]3[CH2:23][CH2:22][NH:21][CH2:20][C:18]=3[N:19]=2)=[CH:10][CH:9]=1)=[O:6])[CH3:3].[O:31]1[CH2:35][CH2:34][CH:33]([CH:36]=O)[CH2:32]1.[BH-](OC(C)=O)(OC(C)=O)OC(C)=O.[Na+].[BH4-]. Given the product [CH2:2]([NH:4][C:5]([NH:7][C:8]1[CH:9]=[CH:10][C:11]([C:14]2[N:15]=[C:16]([N:24]3[CH2:29][CH2:28][O:27][CH2:26][C@@H:25]3[CH3:30])[C:17]3[CH2:23][CH2:22][N:21]([CH2:36][CH:33]4[CH2:34][CH2:35][O:31][CH2:32]4)[CH2:20][C:18]=3[N:19]=2)=[CH:12][CH:13]=1)=[O:6])[CH3:3], predict the reactants needed to synthesize it.